This data is from Full USPTO retrosynthesis dataset with 1.9M reactions from patents (1976-2016). The task is: Predict the reactants needed to synthesize the given product. Given the product [N:4]1[N:3]=[CH:1][N:14]([C:23]2([CH2:26][C:27]([OH:29])=[O:28])[CH:24]=[CH:25][CH:20]=[CH:21][CH2:22]2)[CH:5]=1, predict the reactants needed to synthesize it. The reactants are: [CH:1]([NH:3][NH:4][CH:5]=O)=O.C[Si](Cl)(C)C.CC[N:14](CC)CC.N[C:20]1[CH:25]=[CH:24][C:23]([CH2:26][C:27]([OH:29])=[O:28])=[CH:22][CH:21]=1.